This data is from Reaction yield outcomes from USPTO patents with 853,638 reactions. The task is: Predict the reaction yield, written as a fraction of the theoretical maximum amount of product (1.0 means a 100% yield; for example, 0.34 means a 34% yield). (1) The reactants are Br[C:2]1[C:10]2[O:9][C:8]3[CH:11]=[CH:12][C:13]([C:15]#[N:16])=[CH:14][C:7]=3[C:6]=2[CH:5]=[C:4]([F:17])[C:3]=1[OH:18].[Cl:19][C:20]1[CH:25]=[CH:24][CH:23]=[CH:22][C:21]=1B(O)O.C(=O)([O-])[O-].[Na+].[Na+]. The yield is 0.200. The catalyst is C(COC)OC.C1C=CC([P]([Pd]([P](C2C=CC=CC=2)(C2C=CC=CC=2)C2C=CC=CC=2)([P](C2C=CC=CC=2)(C2C=CC=CC=2)C2C=CC=CC=2)[P](C2C=CC=CC=2)(C2C=CC=CC=2)C2C=CC=CC=2)(C2C=CC=CC=2)C2C=CC=CC=2)=CC=1. The product is [F:17][C:4]1[C:3]([OH:18])=[C:2]([C:21]2[CH:22]=[CH:23][CH:24]=[CH:25][C:20]=2[Cl:19])[C:10]2[O:9][C:8]3[CH:11]=[CH:12][C:13]([C:15]#[N:16])=[CH:14][C:7]=3[C:6]=2[CH:5]=1. (2) The reactants are O1CCCCC1OC1C=CC(OC([C:17]2[CH:24]=[CH:23][C:20]([C:21]#[N:22])=[CH:19][CH:18]=2)CC=C)=CC=1.[NH4+:27].[OH-:28].[CH:29]([OH:32])([CH3:31])[CH3:30]. No catalyst specified. The product is [NH2:27][CH2:30][C@@H:29]([OH:32])[CH2:31][O:28][C:17]1[CH:18]=[CH:19][C:20]([C:21]#[N:22])=[CH:23][CH:24]=1. The yield is 0.910. (3) The reactants are [Cl:1][C:2]1[CH:3]=[C:4]([NH:16][C:17]2[C:26]3[C:21](=[CH:22][C:23]([O:38][CH2:39][CH3:40])=[C:24]([NH:27][C:28](=[O:37])/[CH:29]=[CH:30]/[C@H:31]4[CH2:35][CH2:34][CH2:33][N:32]4[CH3:36])[CH:25]=3)[N:20]=[CH:19][C:18]=2[C:41]#[N:42])[CH:5]=[CH:6][C:7]=1[O:8][CH2:9][C:10]1[CH:15]=[CH:14][CH:13]=[CH:12][N:11]=1.[C:43]([OH:50])(=[O:49])/[CH:44]=[CH:45]\[C:46]([OH:48])=[O:47]. The catalyst is ClCCl. The product is [C:43]([OH:50])(=[O:49])/[CH:44]=[CH:45]\[C:46]([OH:48])=[O:47].[Cl:1][C:2]1[CH:3]=[C:4]([NH:16][C:17]2[C:26]3[C:21](=[CH:22][C:23]([O:38][CH2:39][CH3:40])=[C:24]([NH:27][C:28](=[O:37])/[CH:29]=[CH:30]/[C@H:31]4[CH2:35][CH2:34][CH2:33][N:32]4[CH3:36])[CH:25]=3)[N:20]=[CH:19][C:18]=2[C:41]#[N:42])[CH:5]=[CH:6][C:7]=1[O:8][CH2:9][C:10]1[CH:15]=[CH:14][CH:13]=[CH:12][N:11]=1. The yield is 1.00. (4) The reactants are [CH3:1][N:2]1[CH2:6][CH2:5][NH:4][C:3]1=[S:7].[CH3:8][I:9]. The catalyst is CC(C)=O. The product is [IH:9].[CH3:1][N:2]1[CH2:6][CH2:5][N:4]=[C:3]1[S:7][CH3:8]. The yield is 0.770. (5) The reactants are FC(F)(F)C(O)=O.[CH3:8][O:9][C:10](=[O:38])[C@H:11]([NH:27][C:28]([O:30][CH2:31][C:32]1[CH:37]=[CH:36][CH:35]=[CH:34][CH:33]=1)=[O:29])[CH2:12][C:13]1[CH:18]=[C:17]([Cl:19])[C:16]([NH2:20])=[C:15]([CH3:21])[C:14]=1[CH2:22][O:23][C:24](=[O:26])[CH3:25].[N:39](OCCC(C)C)=O.C([O-])(=O)C.[K+]. The catalyst is C(O)(=O)C.C(Cl)(Cl)Cl.ClCCl. The product is [CH3:8][O:9][C:10](=[O:38])[C@H:11]([NH:27][C:28]([O:30][CH2:31][C:32]1[CH:33]=[CH:34][CH:35]=[CH:36][CH:37]=1)=[O:29])[CH2:12][C:13]1[C:14]([CH2:22][O:23][C:24](=[O:26])[CH3:25])=[C:15]2[C:16](=[C:17]([Cl:19])[CH:18]=1)[NH:20][N:39]=[CH:21]2. The yield is 0.830.